The task is: Predict the reaction yield, written as a fraction of the theoretical maximum amount of product (1.0 means a 100% yield; for example, 0.34 means a 34% yield).. This data is from Reaction yield outcomes from USPTO patents with 853,638 reactions. (1) The reactants are [N+:1]([C:4]1[CH:9]=[CH:8][C:7]([N:10]2[CH:14]=[CH:13][N:12]([C:15]3[CH:20]=[CH:19][C:18]([O:21][C:22]([F:25])([F:24])[F:23])=[CH:17][CH:16]=3)[C:11]2=[O:26])=[CH:6][CH:5]=1)([O-])=O. The catalyst is CCO.[Pd]. The product is [NH2:1][C:4]1[CH:9]=[CH:8][C:7]([N:10]2[CH2:14][CH2:13][N:12]([C:15]3[CH:16]=[CH:17][C:18]([O:21][C:22]([F:24])([F:25])[F:23])=[CH:19][CH:20]=3)[C:11]2=[O:26])=[CH:6][CH:5]=1. The yield is 0.950. (2) The reactants are C(SC1C=C2C(C(Cl)=CC=N2)=CC=1)C1C=CC=CC=1.ClN1C(C)(C)C(=O)N(Cl)C1=O.[Cl:31][C:32]1[C:41]2[C:36](=[CH:37][C:38]([S:42](Cl)(=[O:44])=[O:43])=[CH:39][CH:40]=2)[N:35]=[CH:34][CH:33]=1.[F:46][C:47]1[C:52]([F:53])=[C:51]([F:54])[C:50]([F:55])=[C:49]([F:56])[C:48]=1[OH:57].C(N(CC)CC)C. The catalyst is CCOC(C)=O.O.C(O)(=O)C.C(#N)C. The product is [Cl:31][C:32]1[C:41]2[C:36](=[CH:37][C:38]([S:42]([O:57][C:48]3[C:47]([F:46])=[C:52]([F:53])[C:51]([F:54])=[C:50]([F:55])[C:49]=3[F:56])(=[O:43])=[O:44])=[CH:39][CH:40]=2)[N:35]=[CH:34][CH:33]=1. The yield is 1.00. (3) The reactants are [C:1]([C:5]1[N:6]([CH3:27])[CH:7]=[C:8]([C:10]2[CH:15]=[CH:14][N:13]=[C:12]3[N:16](OCC[Si](C)(C)C)[C:17](C)=[CH:18][C:11]=23)[N:9]=1)([CH3:4])([CH3:3])[CH3:2].[C:28]([OH:34])([C:30]([F:33])([F:32])[F:31])=[O:29].CO.[NH4+].[OH-]. No catalyst specified. The product is [F:31][C:30]([F:33])([F:32])[C:28]([OH:34])=[O:29].[C:1]([C:5]1[N:6]([CH3:27])[CH:7]=[C:8]([C:10]2[CH:15]=[CH:14][N:13]=[C:12]3[NH:16][CH:17]=[CH:18][C:11]=23)[N:9]=1)([CH3:4])([CH3:2])[CH3:3]. The yield is 0.900. (4) The reactants are [C:1]([C:3]1[CH:4]=[C:5]2[C:9](=[CH:10][CH:11]=1)[N:8]([S:12]([C:15]1[CH:20]=[CH:19][C:18]([O:21][CH3:22])=[CH:17][C:16]=1[O:23][CH3:24])(=[O:14])=[O:13])[C:7](=[O:25])[C@@:6]2([NH:35][C:36]([N:38]1[CH2:43][CH2:42][N:41]([CH:44]2[CH2:49][CH2:48][N:47](C(OC(C)(C)C)=O)[CH2:46][CH2:45]2)[CH2:40][CH2:39]1)=[O:37])[C:26]1[C:27]([O:32][CH2:33][CH3:34])=[N:28][CH:29]=[CH:30][CH:31]=1)#[N:2].FC(F)(F)C(O)=O. The catalyst is C(Cl)Cl. The product is [C:1]([C:3]1[CH:4]=[C:5]2[C:9](=[CH:10][CH:11]=1)[N:8]([S:12]([C:15]1[CH:20]=[CH:19][C:18]([O:21][CH3:22])=[CH:17][C:16]=1[O:23][CH3:24])(=[O:14])=[O:13])[C:7](=[O:25])[C@@:6]2([NH:35][C:36]([N:38]1[CH2:43][CH2:42][N:41]([CH:44]2[CH2:45][CH2:46][NH:47][CH2:48][CH2:49]2)[CH2:40][CH2:39]1)=[O:37])[C:26]1[C:27]([O:32][CH2:33][CH3:34])=[N:28][CH:29]=[CH:30][CH:31]=1)#[N:2]. The yield is 0.360. (5) The reactants are [C:1]([CH2:3][CH2:4][NH:5][C:6]([C:8]1[CH:9]=[C:10]2[N:16]=[C:15]([C:17]3[CH:22]=[CH:21][C:20]([OH:23])=[CH:19][CH:18]=3)[N:14]([CH:24]3[CH2:29][CH2:28][CH2:27][CH2:26][CH2:25]3)[C:11]2=[N:12][CH:13]=1)=[O:7])#[N:2].N1C=CN=C1.[Si:35](Cl)([C:38]([CH3:41])([CH3:40])[CH3:39])([CH3:37])[CH3:36].C(OCC)(=O)C. The catalyst is CN(C)C=O. The product is [C:1]([CH2:3][CH2:4][NH:5][C:6]([C:8]1[CH:9]=[C:10]2[N:16]=[C:15]([C:17]3[CH:22]=[CH:21][C:20]([O:23][Si:35]([C:38]([CH3:41])([CH3:40])[CH3:39])([CH3:37])[CH3:36])=[CH:19][CH:18]=3)[N:14]([CH:24]3[CH2:29][CH2:28][CH2:27][CH2:26][CH2:25]3)[C:11]2=[N:12][CH:13]=1)=[O:7])#[N:2]. The yield is 0.830. (6) The reactants are [Cl-].O[NH3+:3].[C:4](=[O:7])([O-])[OH:5].[Na+].CS(C)=O.[CH2:13]([C:17]1[N:18]=[C:19]([CH3:44])[N:20]([C:39]2[CH:43]=[CH:42][S:41][CH:40]=2)[C:21](=[O:38])[C:22]=1[CH2:23][C:24]1[CH:29]=[CH:28][C:27]([C:30]2[C:31]([C:36]#[N:37])=[CH:32][CH:33]=[CH:34][CH:35]=2)=[CH:26][CH:25]=1)[CH2:14][CH2:15][CH3:16]. The catalyst is O.C(OCC)(=O)C. The product is [CH2:13]([C:17]1[N:18]=[C:19]([CH3:44])[N:20]([C:39]2[CH:43]=[CH:42][S:41][CH:40]=2)[C:21](=[O:38])[C:22]=1[CH2:23][C:24]1[CH:25]=[CH:26][C:27]([C:30]2[CH:35]=[CH:34][CH:33]=[CH:32][C:31]=2[C:36]2[NH:3][C:4](=[O:7])[O:5][N:37]=2)=[CH:28][CH:29]=1)[CH2:14][CH2:15][CH3:16]. The yield is 0.550. (7) The reactants are [Cl-].O[NH3+:3].[C:4](=[O:7])([O-])[OH:5].[Na+].CS(C)=O.[O:13]=[C:14]1[C:19]([CH2:20][C:21]2[CH:26]=[CH:25][C:24]([C:27]3[C:28]([C:33]#[N:34])=[CH:29][CH:30]=[CH:31][CH:32]=3)=[CH:23][CH:22]=2)=[C:18]([CH2:35][CH2:36][CH3:37])[N:17]2[N:38]=[CH:39][N:40]=[C:16]2[N:15]1[C@H:41]1[CH2:46][CH2:45][C@H:44]([O:47][CH2:48][CH:49]([OH:54])[C:50]([F:53])([F:52])[F:51])[CH2:43][CH2:42]1. The catalyst is O.C(OCC)(=O)C. The product is [O:7]=[C:4]1[O:5][N:3]=[C:33]([C:28]2[CH:29]=[CH:30][CH:31]=[CH:32][C:27]=2[C:24]2[CH:25]=[CH:26][C:21]([CH2:20][C:19]3[C:14](=[O:13])[N:15]([C@H:41]4[CH2:46][CH2:45][C@H:44]([O:47][CH2:48][CH:49]([OH:54])[C:50]([F:52])([F:53])[F:51])[CH2:43][CH2:42]4)[C:16]4[N:17]([N:38]=[CH:39][N:40]=4)[C:18]=3[CH2:35][CH2:36][CH3:37])=[CH:22][CH:23]=2)[NH:34]1. The yield is 0.580. (8) The reactants are CC1C=CC(S(OCC2CC3C=CC=C(C4C=CC=CC=4)C=3O2)(=O)=O)=CC=1.[N-]=[N+]=[N-].[Na+].N(CC1CC2C=C(Cl)C=C(C3C=CSC=3)C=2O1)=[N+]=[N-].[C:51]1([C:57]2[C:65]3[O:64][CH:63]([CH2:66][N:67]=[N+]=[N-])[CH2:62][C:61]=3[CH:60]=[CH:59][CH:58]=2)[CH:56]=[CH:55][CH:54]=[CH:53][CH:52]=1.[N-]=[N+]=[N-]. The catalyst is [Pd]. The product is [C:51]1([C:57]2[C:65]3[O:64][CH:63]([CH2:66][NH2:67])[CH2:62][C:61]=3[CH:60]=[CH:59][CH:58]=2)[CH:52]=[CH:53][CH:54]=[CH:55][CH:56]=1. The yield is 0.650. (9) The product is [Br:10][C:7]1[CH:6]=[C:3]2[C:2](=[CH:9][CH:8]=1)[N:1]=[C:12]([OH:13])[N:11]=[CH:4]2. No catalyst specified. The reactants are [NH2:1][C:2]1[CH:9]=[CH:8][C:7]([Br:10])=[CH:6][C:3]=1[CH:4]=O.[NH2:11][C:12](N)=[O:13]. The yield is 0.890.